Dataset: Full USPTO retrosynthesis dataset with 1.9M reactions from patents (1976-2016). Task: Predict the reactants needed to synthesize the given product. (1) Given the product [CH3:1][O:2][C:3]1[CH:8]=[CH:7][CH:6]=[CH:5][C:4]=1[C:9]1[C:14]([NH:15][C:25]2[C:34]3[C:29](=[CH:30][C:31]([F:36])=[CH:32][C:33]=3[F:35])[N:28]=[C:27]([C:37]3[CH:42]=[CH:41][CH:40]=[CH:39][N:38]=3)[C:26]=2[CH3:43])=[CH:13][C:12]([C:16]2[CH:21]=[CH:20][CH:19]=[CH:18][C:17]=2[O:22][CH3:23])=[CH:11][N:10]=1, predict the reactants needed to synthesize it. The reactants are: [CH3:1][O:2][C:3]1[CH:8]=[CH:7][CH:6]=[CH:5][C:4]=1[C:9]1[C:14]([NH2:15])=[CH:13][C:12]([C:16]2[CH:21]=[CH:20][CH:19]=[CH:18][C:17]=2[O:22][CH3:23])=[CH:11][N:10]=1.Cl[C:25]1[C:34]2[C:29](=[CH:30][C:31]([F:36])=[CH:32][C:33]=2[F:35])[N:28]=[C:27]([C:37]2[CH:42]=[CH:41][CH:40]=[CH:39][N:38]=2)[C:26]=1[CH3:43].C1(P(C2CCCCC2)C2(C(C)C)CC(C(C)C)=CC(C(C)C)=C2C2C=CC=CC=2)CCCCC1.CC(C)([O-])C.[Na+]. (2) Given the product [C:1]([O:5][C:6]([NH:8][CH2:9][C:10]1[C:11]([CH2:27][CH:28]([CH3:30])[CH3:29])=[N:12][C:13]([CH3:26])=[C:14]([C:18]=1[C:19]1[CH:24]=[CH:23][C:22]([CH3:25])=[CH:21][CH:20]=1)[C:15]([O:17][CH2:32][C:33]1[O:34][C:35](=[O:39])[O:36][C:37]=1[CH3:38])=[O:16])=[O:7])([CH3:4])([CH3:3])[CH3:2], predict the reactants needed to synthesize it. The reactants are: [C:1]([O:5][C:6]([NH:8][CH2:9][C:10]1[C:11]([CH2:27][CH:28]([CH3:30])[CH3:29])=[N:12][C:13]([CH3:26])=[C:14]([C:18]=1[C:19]1[CH:24]=[CH:23][C:22]([CH3:25])=[CH:21][CH:20]=1)[C:15]([OH:17])=[O:16])=[O:7])([CH3:4])([CH3:3])[CH3:2].Cl[CH2:32][C:33]1[O:34][C:35](=[O:39])[O:36][C:37]=1[CH3:38].C(=O)([O-])[O-].[K+].[K+]. (3) Given the product [OH:15][C:4]1[N:29]=[C:26]([C:25]2[C:20]3[C:21](=[N:22][C:17]([CH3:16])=[CH:18][CH:19]=3)[N:23]([CH2:30][O:31][CH2:32][CH2:33][Si:34]([CH3:35])([CH3:37])[CH3:36])[N:24]=2)[N:27]=[N:28][C:5]=1[C:7]1([C:10]([O:12][CH2:13][CH3:14])=[O:11])[CH2:8][CH2:9]1, predict the reactants needed to synthesize it. The reactants are: C(O[C:4](=[O:15])[C:5]([C:7]1([C:10]([O:12][CH2:13][CH3:14])=[O:11])[CH2:9][CH2:8]1)=O)C.[CH3:16][C:17]1[N:22]=[C:21]2[N:23]([CH2:30][O:31][CH2:32][CH2:33][Si:34]([CH3:37])([CH3:36])[CH3:35])[N:24]=[C:25]([C:26](=[NH:29])[NH:27][NH2:28])[C:20]2=[CH:19][CH:18]=1.C(O)(=O)C. (4) Given the product [C:11]1([C:14]2[CH:19]=[CH:18][CH:17]=[CH:16][CH:15]=2)[CH:10]=[CH:9][C:8]([NH:7][C:5](=[O:6])[C:4]2[CH:20]=[CH:21][C:22]([C:23]([F:24])([F:25])[F:26])=[C:2]([NH:1][C:35](=[O:36])[CH2:34][Cl:33])[CH:3]=2)=[CH:13][CH:12]=1, predict the reactants needed to synthesize it. The reactants are: [NH2:1][C:2]1[CH:3]=[C:4]([CH:20]=[CH:21][C:22]=1[C:23]([F:26])([F:25])[F:24])[C:5]([NH:7][C:8]1[CH:13]=[CH:12][C:11]([C:14]2[CH:19]=[CH:18][CH:17]=[CH:16][CH:15]=2)=[CH:10][CH:9]=1)=[O:6].N1C=CC=CC=1.[Cl:33][CH2:34][C:35](Cl)=[O:36]. (5) Given the product [NH2:8][C:9]1([CH2:34][C:35]2[CH:36]=[CH:37][CH:38]=[CH:39][CH:40]=2)[CH2:13][CH2:12][O:11][CH:10]1[O:14][CH2:15][C:16]1[CH:17]=[C:18]([CH:23]=[C:24]([N:26]([S:30]([CH3:33])(=[O:32])=[O:31])[CH2:27][CH2:28][CH3:29])[CH:25]=1)[C:19]([OH:21])=[O:20], predict the reactants needed to synthesize it. The reactants are: OC(C(F)(F)F)=O.[NH2:8][C:9]1([CH2:34][C:35]2[CH:40]=[CH:39][CH:38]=[CH:37][CH:36]=2)[CH2:13][CH2:12][O:11][CH:10]1[O:14][CH2:15][C:16]1[CH:17]=[C:18]([CH:23]=[C:24]([N:26]([S:30]([CH3:33])(=[O:32])=[O:31])[CH2:27][CH2:28][CH3:29])[CH:25]=1)[C:19]([O:21]C)=[O:20].[Li+].[OH-].Cl. (6) Given the product [NH2:18][C@@H:19]([CH:98]([CH3:99])[CH3:100])[C:20]([NH:22][C@@H:23]([CH2:91][CH2:92][CH2:93][NH:94][C:95]([NH2:97])=[O:96])[C:24]([NH:26][C:27]1[CH:32]=[CH:31][C:30]([CH2:33][O:34][C:35](=[O:90])[N:36]([CH3:89])[C@H:37]([CH:86]([CH3:88])[CH3:87])[C:38](=[O:85])[NH:39][C@@H:40]([C@H:81]([CH2:83][CH3:84])[CH3:82])[C:41](=[O:80])[N:42]([CH2:77][CH2:78][CH3:79])[C@@H:43]([CH:74]([CH3:76])[CH3:75])[CH2:44][C@H:45]([C:51]2[S:52][CH:53]=[C:54]([C:56]([NH:58][C@@H:59]([CH2:67][C:68]3[CH:73]=[CH:72][CH:71]=[CH:70][CH:69]=3)[CH2:60][C:61]([CH3:66])([CH3:65])[C:62]([OH:64])=[O:63])=[O:57])[N:55]=2)[O:46][C:47](=[O:50])[NH:48][CH3:49])=[CH:29][CH:28]=1)=[O:25])=[O:21], predict the reactants needed to synthesize it. The reactants are: C1C2C(COC([NH:18][C@@H:19]([CH:98]([CH3:100])[CH3:99])[C:20]([NH:22][C@@H:23]([CH2:91][CH2:92][CH2:93][NH:94][C:95]([NH2:97])=[O:96])[C:24]([NH:26][C:27]3[CH:32]=[CH:31][C:30]([CH2:33][O:34][C:35](=[O:90])[N:36]([CH3:89])[C@H:37]([CH:86]([CH3:88])[CH3:87])[C:38](=[O:85])[NH:39][C@@H:40]([C@H:81]([CH2:83][CH3:84])[CH3:82])[C:41](=[O:80])[N:42]([CH2:77][CH2:78][CH3:79])[C@@H:43]([CH:74]([CH3:76])[CH3:75])[CH2:44][C@H:45]([C:51]4[S:52][CH:53]=[C:54]([C:56]([NH:58][C@@H:59]([CH2:67][C:68]5[CH:73]=[CH:72][CH:71]=[CH:70][CH:69]=5)[CH2:60][C:61]([CH3:66])([CH3:65])[C:62]([OH:64])=[O:63])=[O:57])[N:55]=4)[O:46][C:47](=[O:50])[NH:48][CH3:49])=[CH:29][CH:28]=3)=[O:25])=[O:21])=O)C3C(=CC=CC=3)C=2C=CC=1.N1CCCCC1. (7) Given the product [F:24][C:25]([F:30])([F:29])[C:26]([OH:28])=[O:27].[C@H:21]12[CH2:23][C@H:18]([N:17]([C:13]3[CH:14]=[C:15]4[C:10](=[CH:11][CH:12]=3)[CH2:9][NH:8][CH2:16]4)[CH2:22]1)[CH2:19][O:20]2, predict the reactants needed to synthesize it. The reactants are: C(OC([N:8]1[CH2:16][C:15]2[C:10](=[CH:11][CH:12]=[C:13]([N:17]3[CH2:22][C@@H:21]4[CH2:23][C@H:18]3[CH2:19][O:20]4)[CH:14]=2)[CH2:9]1)=O)(C)(C)C.[F:24][C:25]([F:30])([F:29])[C:26]([OH:28])=[O:27].